The task is: Predict the reaction yield, written as a fraction of the theoretical maximum amount of product (1.0 means a 100% yield; for example, 0.34 means a 34% yield).. This data is from Reaction yield outcomes from USPTO patents with 853,638 reactions. (1) The reactants are Cl[C:2]1[CH:3]=[C:4]([C:22]2[N:27]=[C:26]([C:28]3[CH:33]=[CH:32][CH:31]=[CH:30][CH:29]=3)[N:25]=[C:24]([C:34]3[CH:39]=[CH:38][CH:37]=[CH:36][CH:35]=3)[N:23]=2)[CH:5]=[C:6]([C:8]2[C:9]3[C:14]([C:15]4[CH:16]=[CH:17][CH:18]=[CH:19][C:20]=4[CH:21]=2)=[CH:13][CH:12]=[CH:11][CH:10]=3)[CH:7]=1.[C:40]1(B(O)O)[C:49]2[C:44](=[CH:45][CH:46]=[CH:47][CH:48]=2)[CH:43]=[CH:42][CH:41]=1.C(=O)([O-])[O-].[Cs+].[Cs+]. The catalyst is O1CCCC1.C([O-])(=O)C.[Pd+2].C([O-])(=O)C. The product is [C:40]1([C:2]2[CH:3]=[C:4]([C:22]3[N:23]=[C:24]([C:34]4[CH:39]=[CH:38][CH:37]=[CH:36][CH:35]=4)[N:25]=[C:26]([C:28]4[CH:33]=[CH:32][CH:31]=[CH:30][CH:29]=4)[N:27]=3)[CH:5]=[C:6]([C:8]3[C:9]4[C:14]([C:15]5[CH:16]=[CH:17][CH:18]=[CH:19][C:20]=5[CH:21]=3)=[CH:13][CH:12]=[CH:11][CH:10]=4)[CH:7]=2)[C:49]2[C:44](=[CH:45][CH:46]=[CH:47][CH:48]=2)[CH:43]=[CH:42][CH:41]=1. The yield is 0.950. (2) The yield is 0.590. The catalyst is N1C=CC=CC=1. The reactants are [NH2:1][C:2]1[S:3][C:4]([CH2:7][CH3:8])=[N:5][N:6]=1.[CH2:9]([C:21]1[CH:26]=[CH:25][C:24]([S:27](Cl)(=[O:29])=[O:28])=[CH:23][CH:22]=1)[CH2:10][CH2:11][CH2:12][CH2:13][CH2:14][CH2:15][CH2:16][CH2:17][CH2:18][CH2:19][CH3:20].Cl. The product is [CH2:9]([C:21]1[CH:22]=[CH:23][C:24]([S:27]([NH:1][C:2]2[S:3][C:4]([CH2:7][CH3:8])=[N:5][N:6]=2)(=[O:29])=[O:28])=[CH:25][CH:26]=1)[CH2:10][CH2:11][CH2:12][CH2:13][CH2:14][CH2:15][CH2:16][CH2:17][CH2:18][CH2:19][CH3:20]. (3) The reactants are [Cl:1][C:2]1[N:7]=[C:6]([C:8]2[S:12][C:11]([N:13]3[CH2:18][CH2:17][O:16][CH2:15][CH2:14]3)=[N:10][C:9]=2[C:19]2[C:20]([F:26])=[C:21]([CH:23]=[CH:24][CH:25]=2)[NH2:22])[CH:5]=[CH:4][N:3]=1.[CH:27]1([S:33](Cl)(=[O:35])=[O:34])[CH2:32][CH2:31][CH2:30][CH2:29][CH2:28]1. The catalyst is N1C=CC=CC=1. The product is [Cl:1][C:2]1[N:7]=[C:6]([C:8]2[S:12][C:11]([N:13]3[CH2:14][CH2:15][O:16][CH2:17][CH2:18]3)=[N:10][C:9]=2[C:19]2[C:20]([F:26])=[C:21]([NH:22][S:33]([CH:27]3[CH2:32][CH2:31][CH2:30][CH2:29][CH2:28]3)(=[O:35])=[O:34])[CH:23]=[CH:24][CH:25]=2)[CH:5]=[CH:4][N:3]=1. The yield is 0.370.